From a dataset of NCI-60 drug combinations with 297,098 pairs across 59 cell lines. Regression. Given two drug SMILES strings and cell line genomic features, predict the synergy score measuring deviation from expected non-interaction effect. (1) Drug 1: C(=O)(N)NO. Drug 2: CNC(=O)C1=NC=CC(=C1)OC2=CC=C(C=C2)NC(=O)NC3=CC(=C(C=C3)Cl)C(F)(F)F. Cell line: MCF7. Synergy scores: CSS=-0.214, Synergy_ZIP=2.61, Synergy_Bliss=1.48, Synergy_Loewe=-3.08, Synergy_HSA=-3.03. (2) Drug 1: CN(C(=O)NC(C=O)C(C(C(CO)O)O)O)N=O. Drug 2: CC1C(C(CC(O1)OC2CC(CC3=C2C(=C4C(=C3O)C(=O)C5=C(C4=O)C(=CC=C5)OC)O)(C(=O)CO)O)N)O.Cl. Cell line: HOP-92. Synergy scores: CSS=70.1, Synergy_ZIP=11.8, Synergy_Bliss=13.4, Synergy_Loewe=-33.7, Synergy_HSA=14.5.